This data is from Catalyst prediction with 721,799 reactions and 888 catalyst types from USPTO. The task is: Predict which catalyst facilitates the given reaction. (1) Reactant: Cl.[Cl:2][C:3]1[CH:4]=[N+:5]([O-:35])[CH:6]=[C:7]([Cl:34])[C:8]=1[CH2:9][C@@H:10]([C:19]1[CH:24]=[CH:23][C:22]([O:25][CH:26]([F:28])[F:27])=[C:21]([O:29][CH2:30][CH:31]2[CH2:33][CH2:32]2)[CH:20]=1)[O:11][C:12]([C@H:14]1[NH:18][CH2:17][CH2:16]S1)=[O:13].N1C=CC=C[CH:37]=1.[C:42]1([CH2:48][C:49](Cl)=[O:50])[CH:47]=[CH:46][CH:45]=[CH:44][CH:43]=1.CCOC(C)=O. Product: [Cl:2][C:3]1[CH:4]=[N+:5]([O-:35])[CH:6]=[C:7]([Cl:34])[C:8]=1[CH2:9][C@@H:10]([C:19]1[CH:24]=[CH:23][C:22]([O:25][CH:26]([F:28])[F:27])=[C:21]([O:29][CH2:30][CH:31]2[CH2:33][CH2:32]2)[CH:20]=1)[O:11][C:12]([C@@H:14]1[CH2:37][CH2:16][CH2:17][N:18]1[C:49](=[O:50])[CH2:48][C:42]1[CH:47]=[CH:46][CH:45]=[CH:44][CH:43]=1)=[O:13]. The catalyst class is: 2. (2) Reactant: [CH2:1]([C@H:8]([NH:33][C:34](=[O:46])[C@@H:35]([N:39]1[CH2:44][CH2:43][CH2:42][NH:41][C:40]1=[O:45])[CH:36]([CH3:38])[CH3:37])[CH2:9][C@H:10]([OH:32])[C@@H:11]([NH:19][C:20](=[O:31])[CH2:21][O:22][C:23]1[C:28]([CH3:29])=[CH:27][CH:26]=[CH:25][C:24]=1[CH3:30])[CH2:12][C:13]1[CH:18]=[CH:17][CH:16]=[CH:15][CH:14]=1)[C:2]1[CH:7]=[CH:6][CH:5]=[CH:4][CH:3]=1.[CH2:47]([S:49][CH2:50][CH3:51])[CH3:48].C(OOC(=O)C1C=CC=CC=1)(=O)C1C=CC=CC=1. Product: [CH2:1]([C@H:8]([NH:33][C:34](=[O:46])[C@@H:35]([N:39]1[CH2:44][CH2:43][CH2:42][NH:41][C:40]1=[O:45])[CH:36]([CH3:38])[CH3:37])[CH2:9][C@H:10]([O:32][CH:47]([S:49][CH2:50][CH3:51])[CH3:48])[C@@H:11]([NH:19][C:20](=[O:31])[CH2:21][O:22][C:23]1[C:24]([CH3:30])=[CH:25][CH:26]=[CH:27][C:28]=1[CH3:29])[CH2:12][C:13]1[CH:14]=[CH:15][CH:16]=[CH:17][CH:18]=1)[C:2]1[CH:7]=[CH:6][CH:5]=[CH:4][CH:3]=1. The catalyst class is: 115. (3) Reactant: [CH3:1][O:2][CH2:3][O:4][C:5]1[CH:10]=[CH:9][C:8]([N:11]2[CH2:16][CH2:15][N:14]([C:17]3[CH:22]=[CH:21][C:20]([N+:23]([O-])=O)=[CH:19][CH:18]=3)[CH2:13][CH2:12]2)=[CH:7][CH:6]=1.O.NN. Product: [CH3:1][O:2][CH2:3][O:4][C:5]1[CH:6]=[CH:7][C:8]([N:11]2[CH2:12][CH2:13][N:14]([C:17]3[CH:22]=[CH:21][C:20]([NH2:23])=[CH:19][CH:18]=3)[CH2:15][CH2:16]2)=[CH:9][CH:10]=1. The catalyst class is: 50. (4) Reactant: [OH-].[Na+].[C:3]([O:7][C:8]([N:10]([CH:39]1[CH2:43][CH2:42][CH2:41][CH2:40]1)[CH2:11][CH2:12][CH2:13][C:14]1[CH:19]=[CH:18][C:17]([C:20]([C:22]2[N:30]3[C:25]([CH:26]=[C:27]([C:31]([O:33]C(C)C)=[O:32])[CH:28]=[CH:29]3)=[CH:24][C:23]=2[CH2:37][CH3:38])=[O:21])=[CH:16][CH:15]=1)=[O:9])([CH3:6])([CH3:5])[CH3:4]. Product: [C:3]([O:7][C:8]([N:10]([CH:39]1[CH2:40][CH2:41][CH2:42][CH2:43]1)[CH2:11][CH2:12][CH2:13][C:14]1[CH:15]=[CH:16][C:17]([C:20]([C:22]2[N:30]3[C:25]([CH:26]=[C:27]([C:31]([OH:33])=[O:32])[CH:28]=[CH:29]3)=[CH:24][C:23]=2[CH2:37][CH3:38])=[O:21])=[CH:18][CH:19]=1)=[O:9])([CH3:4])([CH3:5])[CH3:6]. The catalyst class is: 12. (5) Reactant: [C:1]([O:5][C:6]([N:8]1[CH2:13][CH2:12][CH:11]([O:14][C:15]2[CH:20]=[N:19][C:18](Br)=[C:17]([Cl:22])[N:16]=2)[CH2:10][CH2:9]1)=[O:7])([CH3:4])([CH3:3])[CH3:2].[F:23][C:24]([F:35])([F:34])[C:25]1[CH:30]=[CH:29][C:28](B(O)O)=[CH:27][CH:26]=1.C([O-])([O-])=O.[K+].[K+]. Product: [C:1]([O:5][C:6]([N:8]1[CH2:13][CH2:12][CH:11]([O:14][C:15]2[CH:20]=[N:19][C:18]([C:28]3[CH:29]=[CH:30][C:25]([C:24]([F:35])([F:34])[F:23])=[CH:26][CH:27]=3)=[C:17]([Cl:22])[N:16]=2)[CH2:10][CH2:9]1)=[O:7])([CH3:4])([CH3:3])[CH3:2]. The catalyst class is: 518. (6) Reactant: [NH2:1][C:2]1[CH:24]=[CH:23][C:5]([CH2:6][C:7]2[C:15]3[C:10](=[CH:11][CH:12]=[CH:13][CH:14]=3)[N:9]([CH2:16][C:17]([O:19][CH2:20][CH3:21])=[O:18])[C:8]=2[CH3:22])=[CH:4][CH:3]=1.C(N(CC)CC)C.[Cl:32][C:33]1[CH:41]=[CH:40][C:36]([C:37](Cl)=[O:38])=[CH:35][CH:34]=1. Product: [Cl:32][C:33]1[CH:41]=[CH:40][C:36]([C:37]([NH:1][C:2]2[CH:3]=[CH:4][C:5]([CH2:6][C:7]3[C:15]4[C:10](=[CH:11][CH:12]=[CH:13][CH:14]=4)[N:9]([CH2:16][C:17]([O:19][CH2:20][CH3:21])=[O:18])[C:8]=3[CH3:22])=[CH:23][CH:24]=2)=[O:38])=[CH:35][CH:34]=1. The catalyst class is: 4.